Dataset: Full USPTO retrosynthesis dataset with 1.9M reactions from patents (1976-2016). Task: Predict the reactants needed to synthesize the given product. Given the product [OH:19][CH2:18][C:3]1[CH:4]=[C:5]2[C:9](=[CH:10][C:2]=1[F:1])[N:8]([C:11]([O:13][C:14]([CH3:17])([CH3:16])[CH3:15])=[O:12])[N:7]=[CH:6]2, predict the reactants needed to synthesize it. The reactants are: [F:1][C:2]1[CH:10]=[C:9]2[C:5]([CH:6]=[N:7][N:8]2[C:11]([O:13][C:14]([CH3:17])([CH3:16])[CH3:15])=[O:12])=[CH:4][C:3]=1[CH:18]=[O:19].[BH4-].[Na+].